This data is from NCI-60 drug combinations with 297,098 pairs across 59 cell lines. The task is: Regression. Given two drug SMILES strings and cell line genomic features, predict the synergy score measuring deviation from expected non-interaction effect. (1) Drug 1: C1CC(=O)NC(=O)C1N2CC3=C(C2=O)C=CC=C3N. Drug 2: CN(C)N=NC1=C(NC=N1)C(=O)N. Cell line: HT29. Synergy scores: CSS=0.418, Synergy_ZIP=-2.12, Synergy_Bliss=-4.28, Synergy_Loewe=-3.15, Synergy_HSA=-4.03. (2) Drug 1: CC1=C2C(C(=O)C3(C(CC4C(C3C(C(C2(C)C)(CC1OC(=O)C(C(C5=CC=CC=C5)NC(=O)OC(C)(C)C)O)O)OC(=O)C6=CC=CC=C6)(CO4)OC(=O)C)OC)C)OC. Drug 2: CC1C(C(CC(O1)OC2CC(OC(C2O)C)OC3=CC4=CC5=C(C(=O)C(C(C5)C(C(=O)C(C(C)O)O)OC)OC6CC(C(C(O6)C)O)OC7CC(C(C(O7)C)O)OC8CC(C(C(O8)C)O)(C)O)C(=C4C(=C3C)O)O)O)O. Cell line: IGROV1. Synergy scores: CSS=21.8, Synergy_ZIP=-4.92, Synergy_Bliss=-3.89, Synergy_Loewe=-20.4, Synergy_HSA=-4.03. (3) Drug 1: C1CCN(CC1)CCOC2=CC=C(C=C2)C(=O)C3=C(SC4=C3C=CC(=C4)O)C5=CC=C(C=C5)O. Drug 2: C1=CN(C=N1)CC(O)(P(=O)(O)O)P(=O)(O)O. Cell line: MDA-MB-231. Synergy scores: CSS=1.93, Synergy_ZIP=-0.441, Synergy_Bliss=-0.377, Synergy_Loewe=-4.55, Synergy_HSA=-4.19. (4) Drug 1: C1CC(CNC1)C2=CC=C(C=C2)N3C=C4C=CC=C(C4=N3)C(=O)N. Drug 2: CCC1=C2CN3C(=CC4=C(C3=O)COC(=O)C4(CC)O)C2=NC5=C1C=C(C=C5)O. Cell line: NCIH23. Synergy scores: CSS=63.2, Synergy_ZIP=3.71, Synergy_Bliss=5.02, Synergy_Loewe=2.60, Synergy_HSA=9.22. (5) Drug 1: C1CC(=O)NC(=O)C1N2CC3=C(C2=O)C=CC=C3N. Drug 2: C1C(C(OC1N2C=NC3=C2NC=NCC3O)CO)O. Cell line: CCRF-CEM. Synergy scores: CSS=15.0, Synergy_ZIP=-4.72, Synergy_Bliss=0.535, Synergy_Loewe=2.56, Synergy_HSA=3.02. (6) Synergy scores: CSS=5.03, Synergy_ZIP=-1.88, Synergy_Bliss=-0.608, Synergy_Loewe=0.484, Synergy_HSA=0.845. Drug 1: CC1=C2C(C(=O)C3(C(CC4C(C3C(C(C2(C)C)(CC1OC(=O)C(C(C5=CC=CC=C5)NC(=O)C6=CC=CC=C6)O)O)OC(=O)C7=CC=CC=C7)(CO4)OC(=O)C)O)C)OC(=O)C. Drug 2: C1=CC=C(C=C1)NC(=O)CCCCCCC(=O)NO. Cell line: LOX IMVI. (7) Drug 1: CC1=C(C=C(C=C1)NC2=NC=CC(=N2)N(C)C3=CC4=NN(C(=C4C=C3)C)C)S(=O)(=O)N.Cl. Drug 2: C1C(C(OC1N2C=NC(=NC2=O)N)CO)O. Cell line: MDA-MB-435. Synergy scores: CSS=0.590, Synergy_ZIP=2.47, Synergy_Bliss=5.28, Synergy_Loewe=-4.84, Synergy_HSA=-0.348. (8) Drug 1: CC1CCC2CC(C(=CC=CC=CC(CC(C(=O)C(C(C(=CC(C(=O)CC(OC(=O)C3CCCCN3C(=O)C(=O)C1(O2)O)C(C)CC4CCC(C(C4)OC)O)C)C)O)OC)C)C)C)OC. Drug 2: CC1=C2C(C(=O)C3(C(CC4C(C3C(C(C2(C)C)(CC1OC(=O)C(C(C5=CC=CC=C5)NC(=O)C6=CC=CC=C6)O)O)OC(=O)C7=CC=CC=C7)(CO4)OC(=O)C)O)C)OC(=O)C. Cell line: SW-620. Synergy scores: CSS=42.7, Synergy_ZIP=0.965, Synergy_Bliss=3.11, Synergy_Loewe=0.282, Synergy_HSA=2.06. (9) Drug 1: CC1=C(C(CCC1)(C)C)C=CC(=CC=CC(=CC(=O)O)C)C. Drug 2: CC1=C2C(C(=O)C3(C(CC4C(C3C(C(C2(C)C)(CC1OC(=O)C(C(C5=CC=CC=C5)NC(=O)OC(C)(C)C)O)O)OC(=O)C6=CC=CC=C6)(CO4)OC(=O)C)O)C)O. Cell line: SW-620. Synergy scores: CSS=28.4, Synergy_ZIP=11.0, Synergy_Bliss=14.2, Synergy_Loewe=11.8, Synergy_HSA=12.7.